From a dataset of Reaction yield outcomes from USPTO patents with 853,638 reactions. Predict the reaction yield, written as a fraction of the theoretical maximum amount of product (1.0 means a 100% yield; for example, 0.34 means a 34% yield). (1) The reactants are [C:1]1([P:7]([C:10]2[CH:15]=[CH:14][CH:13]=[CH:12][CH:11]=2)[O:8]C)[CH:6]=[CH:5][CH:4]=[CH:3][CH:2]=1.Cl[CH2:17][C:18](=[O:20])[CH3:19]. The yield is 0.796. The catalyst is C(Cl)(Cl)Cl. The product is [C:1]1([P:7]([C:10]2[CH:15]=[CH:14][CH:13]=[CH:12][CH:11]=2)(=[O:8])[O:17][C:18]([CH3:19])=[CH2:20])[CH:2]=[CH:3][CH:4]=[CH:5][CH:6]=1. (2) The reactants are [Cl:1][C:2]1[C:3]([O:12][C:13]2[CH:18]=[C:17]([O:19][CH:20]([CH2:25][O:26][CH2:27][CH3:28])[CH2:21][O:22][CH2:23][CH3:24])[CH:16]=[CH:15][C:14]=2/[CH:29]=[CH:30]/[C:31]([OH:33])=O)=[N:4][CH:5]=[C:6]([C:8]([F:11])([F:10])[F:9])[CH:7]=1.Cl.C(N=C=NCCCN(C)C)C.[CH2:46]([S:51]([NH2:54])(=[O:53])=[O:52])[CH2:47][CH2:48][CH2:49][CH3:50].Cl. The catalyst is C(#N)C.CN(C)C1C=CN=CC=1.C(OCC)(=O)C. The product is [Cl:1][C:2]1[C:3]([O:12][C:13]2[CH:18]=[C:17]([O:19][CH:20]([CH2:21][O:22][CH2:23][CH3:24])[CH2:25][O:26][CH2:27][CH3:28])[CH:16]=[CH:15][C:14]=2/[CH:29]=[CH:30]/[C:31]([NH:54][S:51]([CH2:46][CH2:47][CH2:48][CH2:49][CH3:50])(=[O:53])=[O:52])=[O:33])=[N:4][CH:5]=[C:6]([C:8]([F:11])([F:10])[F:9])[CH:7]=1. The yield is 0.380. (3) The reactants are [CH3:1][C:2](=[CH2:6])[C:3]([OH:5])=[O:4].C1(O)C=CC(O)=CC=1.[S:15]1[C:19]2[CH:20]=[C:21]([NH2:24])[CH:22]=[CH:23][C:18]=2[N:17]=[CH:16]1.CO. The catalyst is C1(C)C=CC=CC=1.C(Cl)(Cl)Cl. The product is [S:15]1[C:19]2[CH:20]=[C:21]([NH:24][CH2:6][CH:2]([CH3:1])[C:3]([OH:5])=[O:4])[CH:22]=[CH:23][C:18]=2[N:17]=[CH:16]1. The yield is 0.269. (4) The reactants are [CH3:1][C:2]1[CH:3]=[C:4]([CH:8](O)[CH3:9])[CH:5]=[CH:6][CH:7]=1.C1C=CC(P([N:25]=[N+:26]=[N-:27])(C2C=CC=CC=2)=O)=CC=1.N12CCCN=C1CCCCC2. The catalyst is C1(C)C=CC=CC=1.O. The product is [CH3:1][C:2]1[CH:3]=[C:4]([CH:8]([N:25]=[N+:26]=[N-:27])[CH3:9])[CH:5]=[CH:6][CH:7]=1. The yield is 0.810.